This data is from Peptide-MHC class I binding affinity with 185,985 pairs from IEDB/IMGT. The task is: Regression. Given a peptide amino acid sequence and an MHC pseudo amino acid sequence, predict their binding affinity value. This is MHC class I binding data. (1) The peptide sequence is AAKKKGASL. The MHC is HLA-A02:19 with pseudo-sequence HLA-A02:19. The binding affinity (normalized) is 0.0847. (2) The peptide sequence is DTRGIFSAY. The MHC is HLA-A69:01 with pseudo-sequence HLA-A69:01. The binding affinity (normalized) is 0.0847. (3) The peptide sequence is ILHCANFNV. The MHC is HLA-A68:01 with pseudo-sequence HLA-A68:01. The binding affinity (normalized) is 0. (4) The peptide sequence is SHDLAPQFL. The MHC is HLA-A02:11 with pseudo-sequence HLA-A02:11. The binding affinity (normalized) is 0.0847. (5) The peptide sequence is IPPSFLQAM. The MHC is HLA-B51:01 with pseudo-sequence HLA-B51:01. The binding affinity (normalized) is 0.320.